Dataset: Peptide-MHC class I binding affinity with 185,985 pairs from IEDB/IMGT. Task: Regression. Given a peptide amino acid sequence and an MHC pseudo amino acid sequence, predict their binding affinity value. This is MHC class I binding data. (1) The peptide sequence is ITKGRISDR. The MHC is HLA-A11:01 with pseudo-sequence HLA-A11:01. The binding affinity (normalized) is 0. (2) The MHC is Mamu-A02 with pseudo-sequence Mamu-A02. The peptide sequence is TLGNKHTL. The binding affinity (normalized) is 0.0905. (3) The peptide sequence is AQIDNYNKF. The MHC is HLA-A02:01 with pseudo-sequence HLA-A02:01. The binding affinity (normalized) is 0.137.